Dataset: Full USPTO retrosynthesis dataset with 1.9M reactions from patents (1976-2016). Task: Predict the reactants needed to synthesize the given product. (1) Given the product [O:36]=[C:35]1[N:30]([O:24][C:23](=[O:25])[CH2:22][C:21]([CH3:26])([CH3:27])[CH2:20][N:17]2[C:16](=[S:28])[N:13]3[C:14]4[CH:15]=[C:8]([C:5]5[CH:6]=[CH:7][C:2]([Cl:1])=[CH:3][CH:4]=5)[O:9][C:10]=4[CH:11]=[C:12]3[C:18]2=[O:19])[N:31]=[N:32][C:33]2[CH:40]=[CH:39][CH:38]=[CH:37][C:34]1=2, predict the reactants needed to synthesize it. The reactants are: [Cl:1][C:2]1[CH:7]=[CH:6][C:5]([C:8]2[O:9][C:10]3[CH:11]=[C:12]4[C:18](=[O:19])[N:17]([CH2:20][C:21]([CH3:27])([CH3:26])[CH2:22][C:23]([OH:25])=[O:24])[C:16](=[S:28])[N:13]4[C:14]=3[CH:15]=2)=[CH:4][CH:3]=1.O[N:30]1[C:35](=[O:36])[C:34]2[CH:37]=[CH:38][CH:39]=[CH:40][C:33]=2[NH:32][NH:31]1.CCN(CC)CC. (2) Given the product [NH2:29][C:27]1[C:28]2[C:20]([C:9]3[CH:10]=[CH:11][C:12]([O:13][C:14]4[CH:15]=[CH:16][CH:17]=[CH:18][CH:19]=4)=[C:7]([OH:6])[CH:8]=3)=[CH:21][N:22]([C@H:30]3[CH2:31][CH2:32][C@H:33]([N:36]4[CH2:37][CH2:38][N:39]([CH3:42])[CH2:40][CH2:41]4)[CH2:34][CH2:35]3)[C:23]=2[N:24]=[CH:25][N:26]=1, predict the reactants needed to synthesize it. The reactants are: C(O)(=O)C.C[O:6][C:7]1[CH:8]=[C:9]([C:20]2[C:28]3[C:27]([NH2:29])=[N:26][CH:25]=[N:24][C:23]=3[N:22]([C@H:30]3[CH2:35][CH2:34][C@H:33]([N:36]4[CH2:41][CH2:40][N:39]([CH3:42])[CH2:38][CH2:37]4)[CH2:32][CH2:31]3)[CH:21]=2)[CH:10]=[CH:11][C:12]=1[O:13][C:14]1[CH:19]=[CH:18][CH:17]=[CH:16][CH:15]=1.